From a dataset of Reaction yield outcomes from USPTO patents with 853,638 reactions. Predict the reaction yield, written as a fraction of the theoretical maximum amount of product (1.0 means a 100% yield; for example, 0.34 means a 34% yield). The reactants are [CH3:1][Si:2]([CH3:13])([CH3:12])[CH2:3][CH2:4][O:5][CH2:6][N:7]1[CH:11]=[CH:10][N:9]=[CH:8]1.N#C[Br:16].CCOC(C)=O. The catalyst is C(#N)C. The product is [Br:16][C:8]1[N:7]([CH2:6][O:5][CH2:4][CH2:3][Si:2]([CH3:13])([CH3:12])[CH3:1])[CH:11]=[CH:10][N:9]=1. The yield is 0.320.